This data is from Catalyst prediction with 721,799 reactions and 888 catalyst types from USPTO. The task is: Predict which catalyst facilitates the given reaction. (1) Reactant: [Cl:1][C:2]1[S:6][C:5](/[CH:7]=[CH:8]/[S:9]([NH:12][C@H:13]2[CH2:17][CH2:16][N:15]([C:18]3[CH:19]=[C:20]4[C:24](=[CH:25][CH:26]=3)[CH:23]([N:27](C)[C:28](=O)C(F)(F)F)[CH2:22][CH2:21]4)[C:14]2=[O:35])(=[O:11])=[O:10])=[CH:4][CH:3]=1. Product: [Cl:1][C:2]1[S:6][C:5](/[CH:7]=[CH:8]/[S:9]([NH:12][C@H:13]2[CH2:17][CH2:16][N:15]([C:18]3[CH:19]=[C:20]4[C:24](=[CH:25][CH:26]=3)[CH:23]([NH:27][CH3:28])[CH2:22][CH2:21]4)[C:14]2=[O:35])(=[O:10])=[O:11])=[CH:4][CH:3]=1. The catalyst class is: 547. (2) Reactant: Br[C:2]1[CH:3]=[C:4]([CH:7]=[CH:8][C:9]=1[F:10])[CH:5]=[O:6].[CH3:11][O:12][C:13]1[C:18](B(O)O)=[CH:17][CH:16]=[CH:15][N:14]=1.C(=O)([O-])O.[Na+]. Product: [F:10][C:9]1[CH:8]=[CH:7][C:4]([CH:5]=[O:6])=[CH:3][C:2]=1[C:18]1[C:13]([O:12][CH3:11])=[N:14][CH:15]=[CH:16][CH:17]=1. The catalyst class is: 70. (3) Reactant: [CH3:1][Si:2]([CH3:20])([CH3:19])[CH2:3][CH2:4][O:5][C:6]([C:8]1[C:17]2[C:12](=[CH:13][CH:14]=[CH:15][CH:16]=2)[CH:11]=[CH:10][C:9]=1[OH:18])=[O:7].[F:21][C:22]([F:35])([F:34])[S:23](O[S:23]([C:22]([F:35])([F:34])[F:21])(=[O:25])=[O:24])(=[O:25])=[O:24]. Product: [CH3:1][Si:2]([CH3:20])([CH3:19])[CH2:3][CH2:4][O:5][C:6]([C:8]1[C:17]2[C:12](=[CH:13][CH:14]=[CH:15][CH:16]=2)[CH:11]=[CH:10][C:9]=1[O:18][S:23]([C:22]([F:35])([F:34])[F:21])(=[O:25])=[O:24])=[O:7]. The catalyst class is: 17. (4) Reactant: [Cl:1][C:2]1[N:7]=[C:6](Cl)[C:5]([Cl:9])=[CH:4][N:3]=1.[NH2:10][C:11]1[CH:12]=[CH:13][C:14]([C@H:22]2[CH2:27][CH2:26][C@H:25]([OH:28])[CH2:24][CH2:23]2)=[C:15]2[C:19]=1[C:18](=[O:20])[N:17]([CH3:21])[CH2:16]2.CCN(C(C)C)C(C)C.O. Product: [Cl:1][C:2]1[N:7]=[C:6]([NH:10][C:11]2[CH:12]=[CH:13][C:14]([C@H:22]3[CH2:27][CH2:26][C@H:25]([OH:28])[CH2:24][CH2:23]3)=[C:15]3[C:19]=2[C:18](=[O:20])[N:17]([CH3:21])[CH2:16]3)[C:5]([Cl:9])=[CH:4][N:3]=1. The catalyst class is: 474. (5) Reactant: [Br:1][C:2]1[C:7]([CH3:8])=[CH:6][C:5]([N+:9]([O-:11])=[O:10])=[CH:4][N:3]=1.[Br:12]N1C(=O)CCC1=O.N(C1(C#N)CCCCC1)=NC1(C#N)CCCCC1. Product: [Br:1][C:2]1[C:7]([CH2:8][Br:12])=[CH:6][C:5]([N+:9]([O-:11])=[O:10])=[CH:4][N:3]=1. The catalyst class is: 53. (6) Reactant: [C:1]([NH:9][C:10]1[N:15]=[CH:14][C:13]([CH:16]([CH3:20])[C:17]([OH:19])=O)=[CH:12][CH:11]=1)(=[O:8])[C:2]1[CH:7]=[CH:6][CH:5]=[CH:4][CH:3]=1.ON1C2C=CC=CC=2N=N1.C(N=C=NCCCN(C)C)C.C(N(CC)CC)C.[Cl:49][C:50]1[CH:51]=[C:52]([N:56]2[C:60]([CH2:61][NH2:62])=[CH:59][C:58]([C:63]([F:66])([F:65])[F:64])=[N:57]2)[CH:53]=[CH:54][CH:55]=1. Product: [Cl:49][C:50]1[CH:51]=[C:52]([N:56]2[C:60]([CH2:61][NH:62][C:17](=[O:19])[CH:16]([C:13]3[CH:12]=[CH:11][C:10]([NH:9][C:1](=[O:8])[C:2]4[CH:3]=[CH:4][CH:5]=[CH:6][CH:7]=4)=[N:15][CH:14]=3)[CH3:20])=[CH:59][C:58]([C:63]([F:64])([F:65])[F:66])=[N:57]2)[CH:53]=[CH:54][CH:55]=1. The catalyst class is: 35. (7) Reactant: C([Li])CCC.C(NC(C)C)(C)C.[O:13]=[C:14]1[CH2:19][CH2:18][CH2:17][N:16]([C:20]([O:22][C:23]([CH3:26])([CH3:25])[CH3:24])=[O:21])[CH2:15]1.[Li+].CC([N-]C(C)C)C.ClC1C=CC(N([S:43]([C:46]([F:49])([F:48])[F:47])(=[O:45])=[O:44])[S:43]([C:46]([F:49])([F:48])[F:47])(=[O:45])=[O:44])=NC=1. Product: [F:47][C:46]([F:49])([F:48])[S:43]([O:13][C:14]1[CH2:15][N:16]([C:20]([O:22][C:23]([CH3:26])([CH3:25])[CH3:24])=[O:21])[CH2:17][CH2:18][CH:19]=1)(=[O:45])=[O:44]. The catalyst class is: 1. (8) Reactant: C(O)(C(F)(F)F)=O.[Cl:8][C:9]([F:53])([F:52])[O:10][C:11]1[CH:16]=[CH:15][C:14]([NH:17][C:18]([C:20]2[CH:21]=[C:22]([C:41]3[N:45](C4CCCCO4)[N:44]=[CH:43][CH:42]=3)[C:23]([N:26]3[CH2:30][CH2:29][C:28]([CH2:32][NH:33]C(=O)OC(C)(C)C)([OH:31])[CH2:27]3)=[N:24][CH:25]=2)=[O:19])=[CH:13][CH:12]=1. Product: [NH2:33][CH2:32][C:28]1([OH:31])[CH2:29][CH2:30][N:26]([C:23]2[C:22]([C:41]3[NH:45][N:44]=[CH:43][CH:42]=3)=[CH:21][C:20]([C:18]([NH:17][C:14]3[CH:13]=[CH:12][C:11]([O:10][C:9]([Cl:8])([F:52])[F:53])=[CH:16][CH:15]=3)=[O:19])=[CH:25][N:24]=2)[CH2:27]1. The catalyst class is: 2. (9) Reactant: C([O:3][C:4]([CH:6]1[CH2:11][CH2:10][NH:9][CH2:8][CH2:7]1)=[O:5])C.I[CH2:13][CH3:14].C(=O)([O-])[O-].[K+].[K+]. Product: [CH2:13]([N:9]1[CH2:8][CH2:7][CH:6]([C:4]([OH:3])=[O:5])[CH2:11][CH2:10]1)[CH3:14]. The catalyst class is: 8. (10) Reactant: [CH2:1]([N:8]([CH2:28][CH2:29][CH2:30][CH2:31][CH2:32][CH2:33][CH3:34])[C:9]1[CH:14]=[CH:13][C:12]([S:15][C:16]2[CH:21]=[CH:20][C:19]([CH2:22][C:23]([O:25]CC)=[O:24])=[CH:18][CH:17]=2)=[CH:11][CH:10]=1)[CH2:2][CH2:3][CH2:4][CH2:5][CH2:6][CH3:7].[OH-].[Na+].O.C(O)C. Product: [CH2:28]([N:8]([CH2:1][CH2:2][CH2:3][CH2:4][CH2:5][CH2:6][CH3:7])[C:9]1[CH:14]=[CH:13][C:12]([S:15][C:16]2[CH:21]=[CH:20][C:19]([CH2:22][C:23]([OH:25])=[O:24])=[CH:18][CH:17]=2)=[CH:11][CH:10]=1)[CH2:29][CH2:30][CH2:31][CH2:32][CH2:33][CH3:34]. The catalyst class is: 1.